This data is from Forward reaction prediction with 1.9M reactions from USPTO patents (1976-2016). The task is: Predict the product of the given reaction. Given the reactants C(O[C:9](=O)[N:10]([CH2:12][C@H:13]1[CH2:18][CH2:17][C@H:16]([C:19]2[N:23]3[CH:24]=[CH:25][N:26]=[C:27]([CH3:28])[C:22]3=[C:21]([Br:29])[N:20]=2)[CH2:15][CH2:14]1)C)C1C=CC=CC=1.Cl, predict the reaction product. The product is: [Br:29][C:21]1[N:20]=[C:19]([C@H:16]2[CH2:17][CH2:18][C@H:13]([CH2:12][NH:10][CH3:9])[CH2:14][CH2:15]2)[N:23]2[CH:24]=[CH:25][N:26]=[C:27]([CH3:28])[C:22]=12.